Dataset: Full USPTO retrosynthesis dataset with 1.9M reactions from patents (1976-2016). Task: Predict the reactants needed to synthesize the given product. (1) Given the product [CH2:1]([N:8]([CH2:14][C:15]1[CH:16]=[C:17]([CH:21]=[CH:22][C:23]=1[Br:24])[C:18]([NH:29][C:25]([CH3:28])([CH3:27])[CH3:26])=[O:20])[C:9]([CH:11]1[CH2:12][CH2:13]1)=[O:10])[C:2]1[CH:3]=[CH:4][CH:5]=[CH:6][CH:7]=1, predict the reactants needed to synthesize it. The reactants are: [CH2:1]([N:8]([CH2:14][C:15]1[CH:16]=[C:17]([CH:21]=[CH:22][C:23]=1[Br:24])[C:18]([OH:20])=O)[C:9]([CH:11]1[CH2:13][CH2:12]1)=[O:10])[C:2]1[CH:7]=[CH:6][CH:5]=[CH:4][CH:3]=1.[C:25]([NH2:29])([CH3:28])([CH3:27])[CH3:26]. (2) Given the product [Cl:18][C:13]1[CH:14]=[CH:15][CH:16]=[CH:17][C:12]=1[C:10]1[N:11]=[C:7]([CH:6]=[O:5])[S:8][CH:9]=1, predict the reactants needed to synthesize it. The reactants are: CS([O:5][CH2:6][C:7]1[S:8][CH:9]=[C:10]([C:12]2[CH:17]=[CH:16][CH:15]=[CH:14][C:13]=2[Cl:18])[N:11]=1)(=O)=O.